From a dataset of Human liver microsome stability data. Regression/Classification. Given a drug SMILES string, predict its absorption, distribution, metabolism, or excretion properties. Task type varies by dataset: regression for continuous measurements (e.g., permeability, clearance, half-life) or binary classification for categorical outcomes (e.g., BBB penetration, CYP inhibition). Dataset: hlm. The molecule is Cc1ccc(S(=O)(=O)[C@@]23CCN(C(=O)[C@H]4CC[C@H](C(=O)O)CC4)[C@@H]2CCc2cc(C(F)(C(F)(F)F)C(F)(F)F)ccc23)cc1. The result is 0 (unstable in human liver microsomes).